This data is from Forward reaction prediction with 1.9M reactions from USPTO patents (1976-2016). The task is: Predict the product of the given reaction. (1) The product is: [Cl:63][C:60]1[CH:61]=[CH:62][C:57]([C:55]2[C:54]3[CH:64]=[C:65]([O:68][CH3:69])[CH:66]=[CH:67][C:53]=3[N:52]3[C:70]([CH3:73])=[N:71][N:72]=[C:51]3[C@H:50]([CH2:49][C:48]([NH:47][CH2:46][CH2:45][CH2:44][CH2:43][NH:42][C:5](=[O:7])[C:4]3[CH:8]=[CH:9][C:10]([OH:11])=[C:2]([OH:1])[CH:3]=3)=[O:74])[N:56]=2)=[CH:58][CH:59]=1. Given the reactants [OH:1][C:2]1[CH:3]=[C:4]([CH:8]=[CH:9][C:10]=1[OH:11])[C:5]([OH:7])=O.CCN=C=NCCCN(C)C.CCN(C(C)C)C(C)C.C1C=CC2N(O)N=NC=2C=1.[NH2:42][CH2:43][CH2:44][CH2:45][CH2:46][NH:47][C:48](=[O:74])[CH2:49][C@@H:50]1[N:56]=[C:55]([C:57]2[CH:62]=[CH:61][C:60]([Cl:63])=[CH:59][CH:58]=2)[C:54]2[CH:64]=[C:65]([O:68][CH3:69])[CH:66]=[CH:67][C:53]=2[N:52]2[C:70]([CH3:73])=[N:71][N:72]=[C:51]12, predict the reaction product. (2) Given the reactants [CH3:1][C@H:2]1[CH2:7][N:6]([C:8]([N:10]2[CH2:14][CH2:13][CH2:12][CH2:11]2)=[O:9])[CH2:5][C@H:4]([CH3:15])[N:3]1[C:16]1[O:17][C:18]2[C:19](=[C:21]([C:25]([O:27]C)=[O:26])[CH:22]=[CH:23][CH:24]=2)[N:20]=1.[I-].[Li+], predict the reaction product. The product is: [CH3:15][C@H:4]1[CH2:5][N:6]([C:8]([N:10]2[CH2:14][CH2:13][CH2:12][CH2:11]2)=[O:9])[CH2:7][C@H:2]([CH3:1])[N:3]1[C:16]1[O:17][C:18]2[C:19](=[C:21]([C:25]([OH:27])=[O:26])[CH:22]=[CH:23][CH:24]=2)[N:20]=1. (3) Given the reactants [CH3:1][NH:2][C:3]([N:5]1[N:9]=[CH:8][C:7]2([CH2:14][CH2:13][O:12][CH2:11][CH2:10]2)[CH2:6]1)=[S:4].I[CH3:16], predict the reaction product. The product is: [CH3:16][S:4][C:3]([N:5]1[N:9]=[CH:8][C:7]2([CH2:14][CH2:13][O:12][CH2:11][CH2:10]2)[CH2:6]1)=[N:2][CH3:1].